Task: Predict the reaction yield, written as a fraction of the theoretical maximum amount of product (1.0 means a 100% yield; for example, 0.34 means a 34% yield).. Dataset: Reaction yield outcomes from USPTO patents with 853,638 reactions (1) The product is [S:1]1[C:5]2[CH:6]=[CH:7][CH:8]=[CH:9][C:4]=2[N:3]=[C:2]1[NH:10][C@H:11]1[CH2:14][C@H:13]([N:15]2[C:21]3=[N:22][CH:23]=[CH:24][CH:25]=[C:20]3[C:17]([CH3:19])([CH3:18])[C:16]2=[O:27])[CH2:12]1. The yield is 0.586. The reactants are [S:1]1[C:5]2[CH:6]=[CH:7][CH:8]=[CH:9][C:4]=2[N:3]=[C:2]1[NH:10][C@H:11]1[CH2:14][C@H:13]([NH:15][C:16](=[O:27])[C:17]([C:20]2[C:21](Cl)=[N:22][CH:23]=[CH:24][CH:25]=2)([CH3:19])[CH3:18])[CH2:12]1.CC(C)([O-])C.[Na+].C(OC)(C)(C)C. No catalyst specified. (2) The catalyst is CO.[Pd].CC([O-])=O.CC([O-])=O.[Pb+2]. The product is [CH3:1][O:2][C:3]([C:5]1[CH:10]=[CH:9][CH:8]=[CH:7][C:6]=1/[CH:11]=[CH:12]/[C@H:13]1[NH:18][CH2:17][C@@H:16]([C:19]([O:21][CH3:22])=[O:20])[CH2:15][CH2:14]1)=[O:4]. The reactants are [CH3:1][O:2][C:3]([C:5]1[CH:10]=[CH:9][CH:8]=[CH:7][C:6]=1[C:11]#[C:12][C@H:13]1[NH:18][CH2:17][C@@H:16]([C:19]([O:21][CH3:22])=[O:20])[CH2:15][CH2:14]1)=[O:4].[H][H]. The yield is 0.760.